From a dataset of Full USPTO retrosynthesis dataset with 1.9M reactions from patents (1976-2016). Predict the reactants needed to synthesize the given product. (1) Given the product [F:28][CH:26]([F:27])[CH2:25][O:24][C:4]1[CH:5]=[C:6]2[C:10](=[C:2]([O:36][CH3:34])[CH:3]=1)[C:9](=[O:11])[N:8]([CH2:12][C:13]1[CH:18]=[CH:17][C:16]([O:19][C:20]([F:22])([F:21])[F:23])=[CH:15][CH:14]=1)[CH2:7]2, predict the reactants needed to synthesize it. The reactants are: Cl[C:2]1[CH:3]=[C:4]([O:24][CH2:25][CH:26]([F:28])[F:27])[CH:5]=[C:6]2[C:10]=1[C:9](=[O:11])[N:8]([CH2:12][C:13]1[CH:18]=[CH:17][C:16]([O:19][C:20]([F:23])([F:22])[F:21])=[CH:15][CH:14]=1)[CH2:7]2.C[O-].[Na+].CO.[C:34](OCC)(=[O:36])C. (2) Given the product [N+:19]([C:16]1[CH:17]=[CH:18][C:13]([O:9][C@@H:5]2[CH2:6][CH2:7][CH2:8][C@H:4]2[N:1]=[N+:2]=[N-:3])=[CH:14][CH:15]=1)([O-:21])=[O:20], predict the reactants needed to synthesize it. The reactants are: [N:1]([C@@H:4]1[CH2:8][CH2:7][CH2:6][C@H:5]1[OH:9])=[N+:2]=[N-:3].[H-].[Na+].F[C:13]1[CH:18]=[CH:17][C:16]([N+:19]([O-:21])=[O:20])=[CH:15][CH:14]=1. (3) Given the product [CH3:19][O:18][C:16](=[O:17])[CH:15]([C:20]1[CH:25]=[CH:24][C:23]([Br:26])=[CH:22][CH:21]=1)[O:13][C:6]1[CH:7]=[C:8]([O:10][CH2:11][CH3:12])[CH:9]=[C:4]([O:3][CH2:1][CH3:2])[CH:5]=1, predict the reactants needed to synthesize it. The reactants are: [CH2:1]([O:3][C:4]1[CH:5]=[C:6]([OH:13])[CH:7]=[C:8]([O:10][CH2:11][CH3:12])[CH:9]=1)[CH3:2].Br[CH:15]([C:20]1[CH:25]=[CH:24][C:23]([Br:26])=[CH:22][CH:21]=1)[C:16]([O:18][CH3:19])=[O:17].C(=O)([O-])[O-].[K+].[K+]. (4) Given the product [Cl:1][C:2]1[CH:3]=[CH:4][C:5]([C:8]23[CH:13]([CH:14]=[N:47][O:46][CH3:45])[CH:12]2[CH2:11][N:10]([C:16]([O:18][C:19]([CH3:20])([CH3:22])[CH3:21])=[O:17])[CH2:9]3)=[CH:6][CH:7]=1, predict the reactants needed to synthesize it. The reactants are: [Cl:1][C:2]1[CH:7]=[CH:6][C:5]([C:8]23[CH:13]([CH:14]=O)[CH:12]2[CH2:11][N:10]([C:16]([O:18][C:19]([CH3:22])([CH3:21])[CH3:20])=[O:17])[CH2:9]3)=[CH:4][CH:3]=1.C1(=O)NC(=O)C=C1.ClC1C=CC(N)=CC=1.N1C=CC=CC=1.Cl.[CH3:45][O:46][NH2:47].